This data is from Forward reaction prediction with 1.9M reactions from USPTO patents (1976-2016). The task is: Predict the product of the given reaction. (1) The product is: [Cl:24][C:21]1[CH:20]=[CH:19][C:18]([C:12]2[C:11]3[CH2:10][CH2:9][NH:8][CH2:17][CH2:16][C:15]=3[N:14]([CH2:29][C:28]3[CH:31]=[CH:32][CH:33]=[C:26]([F:25])[CH:27]=3)[N:13]=2)=[CH:23][CH:22]=1. Given the reactants C(OC([N:8]1[CH2:17][CH2:16][C:15]2[NH:14][N:13]=[C:12]([C:18]3[CH:23]=[CH:22][C:21]([Cl:24])=[CH:20][CH:19]=3)[C:11]=2[CH2:10][CH2:9]1)=O)(C)(C)C.[F:25][C:26]1[CH:27]=[C:28]([CH:31]=[CH:32][CH:33]=1)[CH2:29]Cl, predict the reaction product. (2) Given the reactants [Cl:1][C:2]1[CH:11]=[CH:10][C:5]([C:6](OC)=[O:7])=[CH:4][C:3]=1[O:12][CH3:13].[H-].[H-].[H-].[H-].[Li+].[Al+3], predict the reaction product. The product is: [Cl:1][C:2]1[CH:11]=[CH:10][C:5]([CH2:6][OH:7])=[CH:4][C:3]=1[O:12][CH3:13]. (3) The product is: [OH:49][CH2:46][C:47]#[C:48][C:26]1[CH:27]=[C:28]2[C:33]3=[C:34]([CH2:36][C:37]([CH3:39])([CH3:38])[N:32]3[CH:31]=[C:30]([C:40]([O:42][CH2:43][CH3:44])=[O:41])[C:29]2=[O:45])[CH:35]=1. Given the reactants C1(P(C2C=CC=CC=2)C2C=CC=CC=2)C=CC=CC=1.C([Li])CCC.Br[C:26]1[CH:27]=[C:28]2[C:33]3=[C:34]([CH2:36][C:37]([CH3:39])([CH3:38])[N:32]3[CH:31]=[C:30]([C:40]([O:42][CH2:43][CH3:44])=[O:41])[C:29]2=[O:45])[CH:35]=1.[CH2:46]([OH:49])[C:47]#[CH:48], predict the reaction product. (4) Given the reactants [Br:1][C:2]1[CH:10]=[CH:9][C:8]([O:11][CH3:12])=[CH:7][C:3]=1[C:4](O)=[O:5].B, predict the reaction product. The product is: [Br:1][C:2]1[CH:10]=[CH:9][C:8]([O:11][CH3:12])=[CH:7][C:3]=1[CH2:4][OH:5]. (5) Given the reactants Cl[C:2]1[C:3]([C:10]2[C:11]([NH2:18])=[N:12][CH:13]=[CH:14][C:15]=2[O:16][CH3:17])=[CH:4][C:5]([O:8][CH3:9])=[N:6][CH:7]=1.CC(C)([O-])C.[K+], predict the reaction product. The product is: [CH3:17][O:16][C:15]1[CH:14]=[CH:13][N:12]=[C:11]2[NH:18][C:2]3[C:3]([C:10]=12)=[CH:4][C:5]([O:8][CH3:9])=[N:6][CH:7]=3. (6) Given the reactants [CH2:1]([O:8][NH:9][C:10](=[O:28])[C:11]1[CH:16]=[C:15]([F:17])[C:14]([F:18])=[CH:13][C:12]=1[NH:19][C:20]1[CH:25]=[CH:24][C:23]([F:26])=[CH:22][C:21]=1[F:27])[C:2]1[CH:7]=[CH:6][CH:5]=[CH:4][CH:3]=1.[C:29](N1C=CN=C1)(N1C=CN=C1)=[O:30], predict the reaction product. The product is: [CH2:1]([O:8][N:9]1[C:10](=[O:28])[C:11]2[C:12](=[CH:13][C:14]([F:18])=[C:15]([F:17])[CH:16]=2)[N:19]([C:20]2[CH:25]=[CH:24][C:23]([F:26])=[CH:22][C:21]=2[F:27])[C:29]1=[O:30])[C:2]1[CH:7]=[CH:6][CH:5]=[CH:4][CH:3]=1. (7) Given the reactants [CH3:1][O:2][C:3]1[CH:4]=[C:5]2[C:10](=[CH:11][CH:12]=1)[C:9]([OH:13])=[C:8]([C:14]1[CH:19]=[CH:18][CH:17]=[CH:16][CH:15]=1)[C:7]([CH3:20])=[CH:6]2.[H-].[Na+].[F:23][C:24]1[CH:25]=[C:26]([CH:29]=[CH:30][C:31]=1F)[CH:27]=[O:28], predict the reaction product. The product is: [F:23][C:24]1[CH:25]=[C:26]([CH:29]=[CH:30][C:31]=1[O:13][C:9]1[C:10]2[C:5](=[CH:4][C:3]([O:2][CH3:1])=[CH:12][CH:11]=2)[CH:6]=[C:7]([CH3:20])[C:8]=1[C:14]1[CH:15]=[CH:16][CH:17]=[CH:18][CH:19]=1)[CH:27]=[O:28]. (8) Given the reactants C[C:2]([CH3:5])([O-])[CH3:3].[Li+].[C:7]([O:11][C:12]([N:14]1[C:18](=[O:19])[CH2:17][CH2:16][C@H:15]1[CH2:20][C:21]1[CH:26]=[CH:25][C:24]([C:27]2[CH:32]=[CH:31][CH:30]=[CH:29][CH:28]=2)=[CH:23][CH:22]=1)=[O:13])([CH3:10])([CH3:9])[CH3:8], predict the reaction product. The product is: [C:7]([O:11][C:12]([N:14]1[C@H:15]([CH2:20][C:21]2[CH:22]=[CH:23][C:24]([C:27]3[CH:28]=[CH:29][CH:30]=[CH:31][CH:32]=3)=[CH:25][CH:26]=2)[CH2:16]/[C:17](=[CH:12]\[N:14]([CH:15]([CH3:20])[CH3:16])[CH:2]([CH3:5])[CH3:3])/[C:18]1=[O:19])=[O:13])([CH3:10])([CH3:8])[CH3:9]. (9) Given the reactants [OH:1][C:2]1[CH:9]=[CH:8][C:7]([N+:10]([O-:12])=[O:11])=[CH:6][C:3]=1[CH:4]=O.[NH2:13][CH2:14][CH2:15][NH:16][C:17](=[O:23])[O:18][C:19]([CH3:22])([CH3:21])[CH3:20].[BH4-].[Na+], predict the reaction product. The product is: [OH:1][C:2]1[CH:9]=[CH:8][C:7]([N+:10]([O-:12])=[O:11])=[CH:6][C:3]=1[CH2:4][NH:13][CH2:14][CH2:15][NH:16][C:17](=[O:23])[O:18][C:19]([CH3:21])([CH3:20])[CH3:22]. (10) Given the reactants [CH3:1][O:2][C:3]1[CH:25]=[N:24][C:6]2[N:7]([C:12]([O:14]C3C=CC([N+]([O-])=O)=CC=3)=O)[CH2:8][C:9](=[O:11])[NH:10][C:5]=2[CH:4]=1.Cl.[NH2:27][CH:28]([C:32]1[CH:37]=[CH:36][C:35]([O:38][C:39]([F:42])([F:41])[F:40])=[C:34]([F:43])[CH:33]=1)[CH2:29][C:30]#[N:31].C(N(CC)CC)C.O, predict the reaction product. The product is: [C:30]([CH2:29][CH:28]([NH:27][C:12]([N:7]1[CH2:8][C:9](=[O:11])[NH:10][C:5]2[CH:4]=[C:3]([O:2][CH3:1])[CH:25]=[N:24][C:6]1=2)=[O:14])[C:32]1[CH:37]=[CH:36][C:35]([O:38][C:39]([F:41])([F:42])[F:40])=[C:34]([F:43])[CH:33]=1)#[N:31].